Dataset: Full USPTO retrosynthesis dataset with 1.9M reactions from patents (1976-2016). Task: Predict the reactants needed to synthesize the given product. (1) Given the product [OH:1][CH2:2][C:3]1([NH2:4])[CH2:10][CH2:9][CH2:8][CH2:7]1.[CH3:14][C:15]1[CH:20]=[C:19]([N+:21]([O-:23])=[O:22])[CH:18]=[CH:17][C:16]=1[N:24]=[C:25]1[S:26][CH2:7][C:8]2([CH2:12][CH2:11][CH2:10][CH2:9]2)[N:13]1[CH2:33][CH2:34][CH:35]1[O:40][CH2:39][CH2:38][CH2:37][O:36]1, predict the reactants needed to synthesize it. The reactants are: [OH:1][CH2:2][CH2:3][NH2:4].Cl.Cl[CH2:7][C:8]1([NH2:13])[CH2:12][CH2:11][CH2:10][CH2:9]1.[CH3:14][C:15]1[CH:20]=[C:19]([N+:21]([O-:23])=[O:22])[CH:18]=[CH:17][C:16]=1[N:24]=[C:25]=[S:26].S1CCNC1.Br[CH2:33][CH2:34][CH:35]1[O:40][CH2:39][CH2:38][CH2:37][O:36]1. (2) Given the product [O:1]1[C:5]2[CH:6]=[CH:7][C:8]([CH2:10][NH:11][S:12]([C:15]3[CH:16]=[C:17]([CH:21]=[CH:22][C:23]([Cl:26])=[O:25])[CH:18]=[CH:19][CH:20]=3)(=[O:14])=[O:13])=[CH:9][C:4]=2[O:3][CH2:2]1, predict the reactants needed to synthesize it. The reactants are: [O:1]1[C:5]2[CH:6]=[CH:7][C:8]([CH2:10][NH:11][S:12]([C:15]3[CH:16]=[C:17]([CH:21]=[CH:22][C:23]([OH:25])=O)[CH:18]=[CH:19][CH:20]=3)(=[O:14])=[O:13])=[CH:9][C:4]=2[O:3][CH2:2]1.[Cl:26]CCl. (3) Given the product [Cl:11][C:3]1[C:2]([NH2:1])=[C:9]([Cl:10])[CH:8]=[CH:7][C:4]=1[CH2:5][NH:6][C:17]([C:14]1([C:13]([F:21])([F:20])[F:12])[CH2:16][CH2:15]1)=[O:18], predict the reactants needed to synthesize it. The reactants are: [NH2:1][C:2]1[C:3]([Cl:11])=[C:4]([CH:7]=[CH:8][C:9]=1[Cl:10])[CH2:5][NH2:6].[F:12][C:13]([F:21])([F:20])[C:14]1([C:17](O)=[O:18])[CH2:16][CH2:15]1.CN(C(ON1N=NC2C=CC=CC1=2)=[N+](C)C)C.[B-](F)(F)(F)F. (4) Given the product [F:12][C:13]1[C:14]([C:19]2[CH:27]=[CH:26][C:22]([C:23]([NH:7][C:6]3[CH:8]=[CH:9][C:3]([Si:2]([CH3:11])([CH3:10])[CH3:1])=[CH:4][CH:5]=3)=[O:24])=[CH:21][CH:20]=2)=[N:15][CH:16]=[CH:17][CH:18]=1, predict the reactants needed to synthesize it. The reactants are: [CH3:1][Si:2]([CH3:11])([CH3:10])[C:3]1[CH:9]=[CH:8][C:6]([NH2:7])=[CH:5][CH:4]=1.[F:12][C:13]1[C:14]([C:19]2[CH:27]=[CH:26][C:22]([C:23](O)=[O:24])=[CH:21][CH:20]=2)=[N:15][CH:16]=[CH:17][CH:18]=1.